From a dataset of Acute oral toxicity (LD50) regression data from Zhu et al.. Regression/Classification. Given a drug SMILES string, predict its toxicity properties. Task type varies by dataset: regression for continuous values (e.g., LD50, hERG inhibition percentage) or binary classification for toxic/non-toxic outcomes (e.g., AMES mutagenicity, cardiotoxicity, hepatotoxicity). Dataset: ld50_zhu. The compound is Nc1cnn(-c2ccccc2)c(=O)c1Br. The rat oral LD50 is 1.50, given as -log10 of the dose in mol/kg body weight (higher means more acutely toxic).